Dataset: Reaction yield outcomes from USPTO patents with 853,638 reactions. Task: Predict the reaction yield, written as a fraction of the theoretical maximum amount of product (1.0 means a 100% yield; for example, 0.34 means a 34% yield). (1) The reactants are [N:1]1([C:7]2[CH:8]=[CH:9][C:10]3[CH2:11][N:12]([C:18]([O:20][C:21]([CH3:24])([CH3:23])[CH3:22])=[O:19])[CH2:13][CH2:14][O:15][C:16]=3[N:17]=2)[CH2:6][CH2:5][NH:4][CH2:3][CH2:2]1.C(=O)([O-])[O-].[K+].[K+].CN(C=O)C.[CH2:36](Br)[C:37]1[CH:42]=[CH:41][CH:40]=[CH:39][CH:38]=1. The catalyst is O.C(OCC)(=O)C. The product is [CH2:36]([N:4]1[CH2:5][CH2:6][N:1]([C:7]2[CH:8]=[CH:9][C:10]3[CH2:11][N:12]([C:18]([O:20][C:21]([CH3:24])([CH3:23])[CH3:22])=[O:19])[CH2:13][CH2:14][O:15][C:16]=3[N:17]=2)[CH2:2][CH2:3]1)[C:37]1[CH:42]=[CH:41][CH:40]=[CH:39][CH:38]=1. The yield is 0.680. (2) The reactants are [C:1]([O:5][C:6]([N:8]1[CH2:13][CH2:12][CH:11]([CH3:14])[CH:10]([C:15]([OH:17])=[O:16])[CH2:9]1)=[O:7])([CH3:4])(C)C.Cl.C([O-])(O)=O.[Na+].C(=O)(ON1C(=O)CCC1=O)OCC1[C:39]2[CH:38]=[CH:37][CH:36]=[CH:35][C:34]=2[C:33]2[C:28]1=[CH:29][CH:30]=[CH:31][CH:32]=2. The catalyst is O1CCOCC1.O. The product is [CH:36]1[C:35]2[CH:4]([CH2:1][O:5][C:6]([N:8]3[CH2:13][CH2:12][CH:11]([CH3:14])[CH:10]([C:15]([OH:17])=[O:16])[CH2:9]3)=[O:7])[C:28]3[C:33](=[CH:32][CH:31]=[CH:30][CH:29]=3)[C:34]=2[CH:39]=[CH:38][CH:37]=1. The yield is 0.310. (3) The reactants are O[CH:2]=[C:3]1[C:11]2[C:6](=[CH:7][C:8]([C:12]([C:14]3[CH:15]=[C:16]([NH:20][C:21]([C:23]4[CH:24]=[N:25][N:26]([CH3:29])[C:27]=4[Cl:28])=[O:22])[CH:17]=[CH:18][CH:19]=3)=[O:13])=[CH:9][CH:10]=2)[NH:5][C:4]1=[O:30].C1COCC1.[N:36]1([CH2:41][CH2:42][C:43]2[CH:48]=[CH:47][C:46]([NH2:49])=[CH:45][CH:44]=2)[CH2:40][CH2:39][CH2:38][CH2:37]1. The catalyst is CCOC(C)=O.CCCCCC. The product is [O:30]=[C:4]1[C:3](=[CH:2][NH:49][C:46]2[CH:47]=[CH:48][C:43]([CH2:42][CH2:41][N:36]3[CH2:40][CH2:39][CH2:38][CH2:37]3)=[CH:44][CH:45]=2)[C:11]2[C:6](=[CH:7][C:8]([C:12]([C:14]3[CH:15]=[C:16]([NH:20][C:21]([C:23]4[CH:24]=[N:25][N:26]([CH3:29])[C:27]=4[Cl:28])=[O:22])[CH:17]=[CH:18][CH:19]=3)=[O:13])=[CH:9][CH:10]=2)[NH:5]1. The yield is 0.290. (4) The reactants are Br[C:2]1[CH:7]=[CH:6][C:5]([C:8]2([C:21]3[CH:26]=[CH:25][CH:24]=[CH:23][CH:22]=3)[C:20]3[CH:19]=[CH:18][CH:17]=[CH:16][C:15]=3[C:14]3[C:9]2=[CH:10][CH:11]=[CH:12][CH:13]=3)=[CH:4][CH:3]=1.CC(C)([O-])C.[Na+].[NH2:33][C:34]1[CH:39]=[CH:38][CH:37]=[C:36]([CH3:40])[CH:35]=1.C(P(C(C)(C)C)C(C)(C)C)(C)(C)C. The catalyst is C1C=CC(/C=C/C(/C=C/C2C=CC=CC=2)=O)=CC=1.C1C=CC(/C=C/C(/C=C/C2C=CC=CC=2)=O)=CC=1.[Pd].CCCCCC.C1(C)C=CC=CC=1. The product is [CH3:40][C:36]1[CH:35]=[C:34]([NH:33][C:2]2[CH:7]=[CH:6][C:5]([C:8]3([C:21]4[CH:26]=[CH:25][CH:24]=[CH:23][CH:22]=4)[C:20]4[CH:19]=[CH:18][CH:17]=[CH:16][C:15]=4[C:14]4[C:9]3=[CH:10][CH:11]=[CH:12][CH:13]=4)=[CH:4][CH:3]=2)[CH:39]=[CH:38][CH:37]=1. The yield is 0.930. (5) The reactants are [NH:1]1[C:9]2[C:4](=[N:5][CH:6]=[CH:7][CH:8]=2)[C:3]([C:10]#[N:11])=[N:2]1.[Br:12][C:13]1[CH:14]=[C:15](B(O)O)[CH:16]=[CH:17][CH:18]=1. No catalyst specified. The product is [Br:12][C:13]1[CH:18]=[C:17]([N:1]2[C:9]3[C:4](=[N:5][CH:6]=[CH:7][CH:8]=3)[C:3]([C:10]#[N:11])=[N:2]2)[CH:16]=[CH:15][CH:14]=1. The yield is 0.216. (6) The catalyst is CCO. The yield is 0.150. The product is [NH2:17][C:16]1[N:2]2[N:1]=[CH:5][CH:4]=[C:3]2[C:6]([C:7]#[N:8])=[C:12]([C:11]2[CH:18]=[CH:19][CH:20]=[CH:21][C:10]=2[Cl:9])[C:13]=1[C:14]#[N:15]. The reactants are [NH:1]1[CH:5]=[CH:4][C:3]([CH2:6][C:7]#[N:8])=[N:2]1.[Cl:9][C:10]1[CH:21]=[CH:20][CH:19]=[CH:18][C:11]=1[CH:12]=[C:13]([C:16]#[N:17])[C:14]#[N:15].N1CCCCC1. (7) The reactants are [CH:1]1([N:7]([CH:18]2[CH2:23][CH2:22][CH2:21][CH2:20][CH2:19]2)[C:8]([NH:10][C:11]2[S:12][C:13]([CH:16]=[O:17])=[CH:14][N:15]=2)=[O:9])[CH2:6][CH2:5][CH2:4][CH2:3][CH2:2]1.[BH4-].[Li+]. The catalyst is CO. The product is [CH:18]1([N:7]([CH:1]2[CH2:6][CH2:5][CH2:4][CH2:3][CH2:2]2)[C:8]([NH:10][C:11]2[S:12][C:13]([CH2:16][OH:17])=[CH:14][N:15]=2)=[O:9])[CH2:19][CH2:20][CH2:21][CH2:22][CH2:23]1. The yield is 0.970. (8) The product is [CH3:40][N:23]([CH3:22])/[CH:24]=[C:25](\[F:21])/[C:26]([C:28]1[N:32]([CH:33]2[CH2:34][CH2:35][O:36][CH2:37][CH2:38]2)[C:31]([CH3:39])=[N:30][CH:29]=1)=[O:27]. The yield is 0.360. The reactants are [B-](F)(F)(F)F.[B-](F)(F)(F)F.C1[N+]2(CCl)CC[N+]([F:21])(CC2)C1.[CH3:22][N:23]([CH3:40])/[CH:24]=[CH:25]/[C:26]([C:28]1[N:32]([CH:33]2[CH2:38][CH2:37][O:36][CH2:35][CH2:34]2)[C:31]([CH3:39])=[N:30][CH:29]=1)=[O:27]. The catalyst is CO. (9) The product is [F:21][C:22]([F:27])([F:26])[C:23]([OH:25])=[O:24].[CH2:18]([O:17][C:15]([CH:9]1[CH2:10][C:11]([F:14])([F:13])[CH2:12][NH:8]1)=[O:16])[CH:19]=[CH2:20]. The reactants are C(OC([N:8]1[CH2:12][C:11]([F:14])([F:13])[CH2:10][CH:9]1[C:15]([O:17][CH2:18][CH:19]=[CH2:20])=[O:16])=O)(C)(C)C.[F:21][C:22]([F:27])([F:26])[C:23]([OH:25])=[O:24]. The yield is 1.00. The catalyst is ClCCl. (10) The reactants are [CH3:1][C:2]1[N:11]([C:12]2[CH:17]=[CH:16][C:15]([Cl:18])=[C:14]([Cl:19])[CH:13]=2)[C:10](=[O:20])[C:9]2[C:4](=[CH:5][CH:6]=[CH:7][CH:8]=2)[N:3]=1.[OH:21][C:22]1[C:29]([O:30][CH3:31])=[CH:28][CH:27]=[CH:26][C:23]=1[CH:24]=O.CC([O-])=O.[Na+]. The catalyst is CC(O)=O. The product is [Cl:19][C:14]1[CH:13]=[C:12]([N:11]2[C:10](=[O:20])[C:9]3[C:4](=[CH:5][CH:6]=[CH:7][CH:8]=3)[N:3]=[C:2]2[CH:1]=[CH:24][C:23]2[CH:26]=[CH:27][CH:28]=[C:29]([O:30][CH3:31])[C:22]=2[OH:21])[CH:17]=[CH:16][C:15]=1[Cl:18]. The yield is 0.710.